This data is from Reaction yield outcomes from USPTO patents with 853,638 reactions. The task is: Predict the reaction yield, written as a fraction of the theoretical maximum amount of product (1.0 means a 100% yield; for example, 0.34 means a 34% yield). (1) The reactants are [CH3:1][O:2][C:3]1[N:8]=[C:7]([C:9]2[CH:14]=[CH:13][C:12]([CH:15]([CH3:17])[CH3:16])=[CH:11][CH:10]=2)[C:6]([N:18]2[CH2:23][CH2:22][NH:21][CH:20]([C:24]3[CH:29]=[CH:28][C:27]([O:30][CH3:31])=[CH:26][CH:25]=3)[CH2:19]2)=[CH:5][CH:4]=1.C(N(CC)CC)C.[C:39](Cl)(=[O:41])[CH3:40]. The catalyst is C1COCC1. The product is [C:39]([N:21]1[CH2:22][CH2:23][N:18]([C:6]2[C:7]([C:9]3[CH:10]=[CH:11][C:12]([CH:15]([CH3:17])[CH3:16])=[CH:13][CH:14]=3)=[N:8][C:3]([O:2][CH3:1])=[CH:4][CH:5]=2)[CH2:19][CH:20]1[C:24]1[CH:25]=[CH:26][C:27]([O:30][CH3:31])=[CH:28][CH:29]=1)(=[O:41])[CH3:40]. The yield is 0.800. (2) The reactants are C(=O)([O-])[O-].[Na+].[Na+].[CH:7]1[C:19]2[CH:18]([CH2:20][O:21][C:22](Cl)=[O:23])[C:17]3[C:12](=[CH:13][CH:14]=[CH:15][CH:16]=3)[C:11]=2[CH:10]=[CH:9][CH:8]=1.[Cl:25][C@H:26]1[CH2:30][NH:29][C@@H:28]2[C@@H:31]([OH:34])[CH2:32][O:33][C@H:27]12. The catalyst is O.O1CCOCC1. The product is [Cl:25][C@H:26]1[CH2:30][N:29]([C:22]([O:21][CH2:20][CH:18]2[C:19]3[CH:7]=[CH:8][CH:9]=[CH:10][C:11]=3[C:16]3[C:17]2=[CH:12][CH:13]=[CH:14][CH:15]=3)=[O:23])[C@@H:28]2[C@@H:31]([OH:34])[CH2:32][O:33][C@H:27]12. The yield is 0.870. (3) The catalyst is CS(C)=O. The product is [CH2:1]([N:3]1[C:7]2=[N:8][C:9]([CH2:42][CH3:43])=[C:10]([CH2:19][NH:20][C:21](=[O:41])[CH2:22][C:23]([NH:25][CH2:26][C:27]3[CH:28]=[C:29]([C:33]4[CH:34]=[CH:35][CH:36]=[C:37]([CH2:44][N:45]5[CH2:50][CH2:49][N:48]([CH3:53])[CH2:47][CH2:46]5)[CH:38]=4)[CH:30]=[CH:31][CH:32]=3)=[O:24])[C:11]([NH:12][CH:13]3[CH2:18][CH2:17][O:16][CH2:15][CH2:14]3)=[C:6]2[CH:5]=[N:4]1)[CH3:2]. The reactants are [CH2:1]([N:3]1[C:7]2=[N:8][C:9]([CH2:42][CH3:43])=[C:10]([CH2:19][NH:20][C:21](=[O:41])[CH2:22][C:23]([NH:25][CH2:26][C:27]3[CH:28]=[C:29]([C:33]4[CH:38]=[CH:37][CH:36]=[C:35](C=O)[CH:34]=4)[CH:30]=[CH:31][CH:32]=3)=[O:24])[C:11]([NH:12][CH:13]3[CH2:18][CH2:17][O:16][CH2:15][CH2:14]3)=[C:6]2[CH:5]=[N:4]1)[CH3:2].[CH3:44][N:45]1[CH2:50][CH2:49][NH:48][CH2:47][CH2:46]1.[BH-](OC(C)=O)(OC(C)=O)O[C:53](C)=O.[Na+].CC(O)=O. The yield is 0.390. (4) The reactants are [F:1][C:2]1[CH:10]=[CH:9][C:5]([C:6](O)=O)=[CH:4][CH:3]=1.[CH2:11]([SH:18])[C:12]1[CH:17]=[CH:16][CH:15]=[CH:14][CH:13]=1.P12(SP3(SP(SP(S3)(S1)=S)(=S)S2)=S)=[S:20]. The catalyst is C1(C)C=CC=CC=1. The product is [CH2:11]([S:18][C:6](=[S:20])[C:5]1[CH:9]=[CH:10][C:2]([F:1])=[CH:3][CH:4]=1)[C:12]1[CH:17]=[CH:16][CH:15]=[CH:14][CH:13]=1. The yield is 0.710.